Dataset: Reaction yield outcomes from USPTO patents with 853,638 reactions. Task: Predict the reaction yield, written as a fraction of the theoretical maximum amount of product (1.0 means a 100% yield; for example, 0.34 means a 34% yield). (1) The reactants are [C:1]([N:9]1[CH2:22][CH2:21][C:20]2[C:19]3[CH:18]=[CH:17][C:16](Br)=[CH:15][C:14]=3[NH:13][C:12]=2[CH2:11][CH2:10]1)(=[O:8])[C:2]1[CH:7]=[CH:6][CH:5]=[CH:4][CH:3]=1.[C:24]1(B(O)O)[CH:29]=[CH:28][CH:27]=[CH:26][CH:25]=1.CCOC(C)=O.CCCCCCC. The catalyst is C(COC)OC.C(=O)([O-])[O-].[Na+].[Na+].C1C=CC([P]([Pd]([P](C2C=CC=CC=2)(C2C=CC=CC=2)C2C=CC=CC=2)([P](C2C=CC=CC=2)(C2C=CC=CC=2)C2C=CC=CC=2)[P](C2C=CC=CC=2)(C2C=CC=CC=2)C2C=CC=CC=2)(C2C=CC=CC=2)C2C=CC=CC=2)=CC=1. The product is [C:1]([N:9]1[CH2:22][CH2:21][C:20]2[C:19]3[CH:18]=[CH:17][C:16]([C:24]4[CH:29]=[CH:28][CH:27]=[CH:26][CH:25]=4)=[CH:15][C:14]=3[NH:13][C:12]=2[CH2:11][CH2:10]1)(=[O:8])[C:2]1[CH:7]=[CH:6][CH:5]=[CH:4][CH:3]=1. The yield is 0.360. (2) The reactants are BrC1N2N=C(F)C=CC2=NC=1.NCCC[N:16]1[CH2:20][CH2:19][CH2:18][C:17]1=[O:21].[Br:22][C:23]1[N:27]2[N:28]=[C:29]([NH:32][CH2:33][CH2:34][CH2:35]N(C)C3C=CC=CC=3)[CH:30]=[CH:31][C:26]2=[N:25][CH:24]=1. No catalyst specified. The product is [Br:22][C:23]1[N:27]2[N:28]=[C:29]([NH:32][CH2:33][CH2:34][CH2:35][CH:18]3[CH2:19][CH2:20][NH:16][C:17]3=[O:21])[CH:30]=[CH:31][C:26]2=[N:25][CH:24]=1. The yield is 0.680.